From a dataset of Full USPTO retrosynthesis dataset with 1.9M reactions from patents (1976-2016). Predict the reactants needed to synthesize the given product. (1) Given the product [Br:1][C:2]1[C:11]([O:12][CH3:13])=[C:6]([NH2:7])[C:5]([NH2:9])=[CH:4][CH:3]=1, predict the reactants needed to synthesize it. The reactants are: [Br:1][C:2]1[CH:3]=[CH:4][C:5]2[C:6]([C:11]=1[O:12][CH3:13])=[N:7]O[N+:9]=2[O-]. (2) Given the product [C:27]([OH:34])(=[O:33])[CH2:28][CH2:29][C:30]([OH:32])=[O:31].[Cl:1][C:2]1[CH:12]=[CH:11][C:5]2[CH2:6][CH2:7][NH:8][CH2:9][CH2:10][C:4]=2[C:3]=1[NH:13][CH2:14][C:15]1[CH:16]=[CH:17][C:18]([CH2:21][N:22]([CH:24]([CH3:26])[CH3:25])[CH3:23])=[CH:19][CH:20]=1, predict the reactants needed to synthesize it. The reactants are: [Cl:1][C:2]1[CH:12]=[CH:11][C:5]2[CH2:6][CH2:7][NH:8][CH2:9][CH2:10][C:4]=2[C:3]=1[NH:13][CH2:14][C:15]1[CH:20]=[CH:19][C:18]([CH2:21][N:22]([CH:24]([CH3:26])[CH3:25])[CH3:23])=[CH:17][CH:16]=1.[C:27]([OH:34])(=[O:33])[CH2:28][CH2:29][C:30]([OH:32])=[O:31]. (3) Given the product [CH2:1]([O:3][C:4]([C:6]1[N:7]([C:28]2[CH:33]=[CH:32][C:31]([O:34][CH:35]([CH3:36])[CH3:37])=[CH:30][CH:29]=2)[C:8]2[C:13]([C:14]=1[C:15]([F:17])([F:16])[F:18])=[CH:12][C:11]([C:39]1[CH:44]=[CH:43][C:42]([C:45]([F:48])([F:47])[F:46])=[CH:41][N:40]=1)=[CH:10][CH:9]=2)=[O:5])[CH3:2], predict the reactants needed to synthesize it. The reactants are: [CH2:1]([O:3][C:4]([C:6]1[N:7]([C:28]2[CH:33]=[CH:32][C:31]([O:34][CH:35]([CH3:37])[CH3:36])=[CH:30][CH:29]=2)[C:8]2[C:13]([C:14]=1[C:15]([F:18])([F:17])[F:16])=[CH:12][C:11](B1OC(C)(C)C(C)(C)O1)=[CH:10][CH:9]=2)=[O:5])[CH3:2].Br[C:39]1[CH:44]=[CH:43][C:42]([C:45]([F:48])([F:47])[F:46])=[CH:41][N:40]=1. (4) The reactants are: [F:1][C:2]1[CH:7]=[CH:6][C:5]([C:8]2[O:9][C:10]3[CH:20]=[CH:19][C:18]([C:21]4[CH:22]=[C:23]([CH:27]=[CH:28][CH:29]=4)[C:24](O)=[O:25])=[CH:17][C:11]=3[C:12]=2[C:13](=[O:16])[NH:14][CH3:15])=[CH:4][CH:3]=1.CCN=C=NCCCN(C)C.Cl.[C:42]1([S:48]([NH2:51])(=[O:50])=[O:49])[CH:47]=[CH:46][CH:45]=[CH:44][CH:43]=1.ClCCCl. Given the product [F:1][C:2]1[CH:7]=[CH:6][C:5]([C:8]2[O:9][C:10]3[CH:20]=[CH:19][C:18]([C:21]4[CH:29]=[CH:28][CH:27]=[C:23]([C:24](=[O:25])[NH:51][S:48]([C:42]5[CH:47]=[CH:46][CH:45]=[CH:44][CH:43]=5)(=[O:50])=[O:49])[CH:22]=4)=[CH:17][C:11]=3[C:12]=2[C:13]([NH:14][CH3:15])=[O:16])=[CH:4][CH:3]=1, predict the reactants needed to synthesize it. (5) Given the product [F:57][C:2]1([F:1])[C:6]2[N:7]([CH2:14][C:15]([NH:17][C@H:18]([C:28]3[C:33]([C:34]4[CH:35]=[CH:36][CH:37]=[C:38]5[C:42]=4[N:41]([CH3:43])[N:40]=[C:39]5[NH:44][S:45]([CH3:48])(=[O:46])=[O:47])=[CH:32][CH:31]=[C:30]([C:49]#[C:50][C:51]4([OH:55])[CH2:52][CH2:62][O:63][CH2:53][CH2:54]4)[N:29]=3)[CH2:19][C:20]3[CH:21]=[C:22]([F:27])[CH:23]=[C:24]([F:26])[CH:25]=3)=[O:16])[N:8]=[C:9]([C:10]([F:11])([F:13])[F:12])[C:5]=2[C@H:4]2[CH2:56][C@@H:3]12, predict the reactants needed to synthesize it. The reactants are: [F:1][C:2]1([F:57])[C:6]2[N:7]([CH2:14][C:15]([NH:17][C@H:18]([C:28]3[C:33]([C:34]4[CH:35]=[CH:36][CH:37]=[C:38]5[C:42]=4[N:41]([CH3:43])[N:40]=[C:39]5[NH:44][S:45]([CH3:48])(=[O:47])=[O:46])=[CH:32][CH:31]=[C:30]([C:49]#[C:50][C:51]4([OH:55])[CH2:54][CH2:53][CH2:52]4)[N:29]=3)[CH2:19][C:20]3[CH:25]=[C:24]([F:26])[CH:23]=[C:22]([F:27])[CH:21]=3)=[O:16])[N:8]=[C:9]([C:10]([F:13])([F:12])[F:11])[C:5]=2[C@H:4]2[CH2:56][C@@H:3]12.C(C1(O)CC[O:63][CH2:62]C1)#C.CCCC[N+](CCCC)(CCCC)CCCC.[F-]. (6) Given the product [Br:4][C:5]1[CH:28]=[N:27][C:8]2=[N:9][C:10]([N:14]3[CH2:17][C:16]([NH:19][C:20](=[O:26])[O:21][C:22]([CH3:25])([CH3:24])[CH3:23])([CH3:18])[CH2:15]3)=[C:11]([NH:2][NH2:3])[N:12]=[C:7]2[CH:6]=1, predict the reactants needed to synthesize it. The reactants are: O.[NH2:2][NH2:3].[Br:4][C:5]1[CH:28]=[N:27][C:8]2=[N:9][C:10]([N:14]3[CH2:17][C:16]([NH:19][C:20](=[O:26])[O:21][C:22]([CH3:25])([CH3:24])[CH3:23])([CH3:18])[CH2:15]3)=[C:11](Cl)[N:12]=[C:7]2[CH:6]=1. (7) Given the product [NH2:1][C:2]1[C:3]([Cl:16])=[C:4]([N:9]([CH2:30][C:29]2[CH:32]=[CH:33][C:26]([O:25][CH3:24])=[CH:27][CH:28]=2)[S:10]([CH2:13][CH2:14][CH3:15])(=[O:12])=[O:11])[CH:5]=[CH:6][C:7]=1[F:8], predict the reactants needed to synthesize it. The reactants are: [NH2:1][C:2]1[C:3]([Cl:16])=[C:4]([NH:9][S:10]([CH2:13][CH2:14][CH3:15])(=[O:12])=[O:11])[CH:5]=[CH:6][C:7]=1[F:8].CN(C)C=O.[H-].[Na+].[CH3:24][O:25][C:26]1[CH:33]=[CH:32][C:29]([CH2:30]Cl)=[CH:28][CH:27]=1.